Dataset: Reaction yield outcomes from USPTO patents with 853,638 reactions. Task: Predict the reaction yield, written as a fraction of the theoretical maximum amount of product (1.0 means a 100% yield; for example, 0.34 means a 34% yield). (1) The reactants are [NH2:1][C:2]1[CH:3]=[C:4]([Cl:22])[C:5]([S:11][C:12]2[S:13][C:14]3[CH:20]=[CH:19][C:18]([Cl:21])=[CH:17][C:15]=3[N:16]=2)=[C:6]([C:8](=[O:10])[CH3:9])[CH:7]=1.[Cl:23][C:24]1[CH:29]=[C:28]([C:30]([F:33])([F:32])[F:31])[CH:27]=[CH:26][C:25]=1[S:34](Cl)(=[O:36])=[O:35]. The catalyst is N1C=CC=CC=1. The product is [C:8]([C:6]1[CH:7]=[C:2]([NH:1][S:34]([C:25]2[CH:26]=[CH:27][C:28]([C:30]([F:31])([F:32])[F:33])=[CH:29][C:24]=2[Cl:23])(=[O:36])=[O:35])[CH:3]=[C:4]([Cl:22])[C:5]=1[S:11][C:12]1[S:13][C:14]2[CH:20]=[CH:19][C:18]([Cl:21])=[CH:17][C:15]=2[N:16]=1)(=[O:10])[CH3:9]. The yield is 0.720. (2) The reactants are [F:1][C:2]([F:11])([F:10])[C:3]1[CH:8]=[CH:7][N:6]=[C:5]([NH2:9])[CH:4]=1.N1C=CC=CC=1.Cl[C:19]([O:21][C:22]([CH3:24])=[CH2:23])=[O:20]. The catalyst is C1COCC1. The product is [F:11][C:2]([F:1])([F:10])[C:3]1[CH:8]=[CH:7][N:6]=[C:5]([NH:9][C:19](=[O:20])[O:21][C:22]([CH3:24])=[CH2:23])[CH:4]=1. The yield is 0.790.